From a dataset of Reaction yield outcomes from USPTO patents with 853,638 reactions. Predict the reaction yield, written as a fraction of the theoretical maximum amount of product (1.0 means a 100% yield; for example, 0.34 means a 34% yield). (1) The reactants are [CH3:1][S:2]([CH2:5][CH2:6][OH:7])(=[O:4])=[O:3].[C:8]1([CH3:18])[CH:13]=[CH:12][C:11]([S:14](Cl)(=[O:16])=[O:15])=[CH:10][CH:9]=1. The catalyst is N1C=CC=CC=1.C(OCC)(=O)C. The product is [CH3:18][C:8]1[CH:13]=[CH:12][C:11]([S:14]([O:7][CH2:6][CH2:5][S:2]([CH3:1])(=[O:4])=[O:3])(=[O:16])=[O:15])=[CH:10][CH:9]=1. The yield is 0.250. (2) The reactants are [F:1][C:2]1[CH:10]=[CH:9][C:5]([C:6](O)=[O:7])=[CH:4][CH:3]=1.C(N1C=CN=C1)(N1C=CN=C1)=O.[NH2:23][C:24]1[CH:25]=[C:26]([CH:30]2[C:39]([CH3:41])([CH3:40])[CH2:38][C:37]3[C:32](=[CH:33][CH:34]=[C:35]([C:42]([OH:44])=[O:43])[CH:36]=3)[NH:31]2)[CH:27]=[CH:28][CH:29]=1. The catalyst is CN(C)C=O. The product is [F:1][C:2]1[CH:10]=[CH:9][C:5]([C:6]([NH:23][C:24]2[CH:25]=[C:26]([CH:30]3[C:39]([CH3:40])([CH3:41])[CH2:38][C:37]4[C:32](=[CH:33][CH:34]=[C:35]([C:42]([OH:44])=[O:43])[CH:36]=4)[NH:31]3)[CH:27]=[CH:28][CH:29]=2)=[O:7])=[CH:4][CH:3]=1. The yield is 0.150. (3) The reactants are [C:1]([N:24]1[CH2:29][CH2:28][N:27](C(OC(C)(C)C)=O)[CH2:26][CH2:25]1)(=[O:23])[CH2:2][CH2:3][CH:4]=[CH:5][CH2:6][CH:7]=[CH:8][CH2:9][CH:10]=[CH:11][CH2:12][CH:13]=[CH:14][CH2:15][CH:16]=[CH:17][CH2:18][CH:19]=[CH:20][CH2:21][CH3:22].C(C(O)=O)(F)(F)F.C([O-])([O-])=O.[Na+].[Na+]. The product is [N:24]1([C:1](=[O:23])[CH2:2][CH2:3][CH:4]=[CH:5][CH2:6][CH:7]=[CH:8][CH2:9][CH:10]=[CH:11][CH2:12][CH:13]=[CH:14][CH2:15][CH:16]=[CH:17][CH2:18][CH:19]=[CH:20][CH2:21][CH3:22])[CH2:29][CH2:28][NH:27][CH2:26][CH2:25]1. The catalyst is C(Cl)Cl. The yield is 0.975. (4) The reactants are [Br:1][CH2:2][C@@H:3]([C:5]1[CH:10]=[CH:9][C:8]([O:11][CH2:12][C:13]2[CH:18]=[CH:17][CH:16]=[CH:15][CH:14]=2)=[C:7]([NH:19][CH:20]=[O:21])[CH:6]=1)[OH:4].N1C=CN=C1.[Si:27](Cl)([C:30]([CH3:33])([CH3:32])[CH3:31])([CH3:29])[CH3:28]. The catalyst is CN(C)C=O.C(OC(C)C)(=O)C. The product is [CH2:12]([O:11][C:8]1[CH:9]=[CH:10][C:5]([C@@H:3]([O:4][Si:27]([C:30]([CH3:33])([CH3:32])[CH3:31])([CH3:29])[CH3:28])[CH2:2][Br:1])=[CH:6][C:7]=1[NH:19][CH:20]=[O:21])[C:13]1[CH:14]=[CH:15][CH:16]=[CH:17][CH:18]=1. The yield is 0.680. (5) The reactants are [OH:1][C:2]1[C:9]([CH3:10])=[CH:8][CH:7]=[CH:6][C:3]=1[CH:4]=[O:5].[Br:11]Br. The catalyst is C(O)(=O)C.O. The product is [Br:11][C:7]1[CH:8]=[C:9]([CH3:10])[C:2]([OH:1])=[C:3]([CH:6]=1)[CH:4]=[O:5]. The yield is 0.886. (6) The reactants are Cl[C:2]([O:4][CH3:5])=[O:3].[F:6][C:7]1[CH:12]=[C:11]([F:13])[CH:10]=[CH:9][C:8]=1[C:14]1[CH:19]=[CH:18]C(O)=[C:16]([C:21]([NH:23][C:24]2[CH:29]=[CH:28][CH:27]=[C:26]([O:30][CH3:31])[CH:25]=2)=[O:22])[CH:15]=1.Cl. The catalyst is O1CCCC1.N1C=CC=CC=1. The product is [F:6][C:7]1[CH:12]=[C:11]([F:13])[CH:10]=[CH:9][C:8]=1[C:14]1[CH:19]=[CH:18][C:5]2[O:4][C:2](=[O:3])[N:23]([C:24]3[CH:29]=[CH:28][CH:27]=[C:26]([O:30][CH3:31])[CH:25]=3)[C:21](=[O:22])[C:16]=2[CH:15]=1. The yield is 0.120. (7) The reactants are [CH3:1][N:2]1[CH:7]=[C:6](B2OC(C)(C)C(C)(C)O2)[CH:5]=[C:4]([NH:17][C:18]2[CH:23]=[CH:22][N:21]=[C:20]([CH3:24])[N:19]=2)[C:3]1=[O:25].Cl[C:27]1[CH:32]=[CH:31][N:30]=[C:29]([N:33]2[CH2:44][CH2:43][N:42]3[C:35](=[CH:36][C:37]4[CH2:38][C:39]([CH3:46])([CH3:45])[CH2:40][C:41]=43)[C:34]2=[O:47])[C:28]=1[CH:48]=[O:49].[O-]P([O-])([O-])=O.[K+].[K+].[K+].C([O-])(=O)C.[Na+]. The catalyst is C1C=CC(P(C2C=CC=CC=2)[C-]2C=CC=C2)=CC=1.C1C=CC(P(C2C=CC=CC=2)[C-]2C=CC=C2)=CC=1.Cl[Pd]Cl.[Fe+2].O.C(#N)C. The yield is 0.570. The product is [CH3:1][N:2]1[C:3](=[O:25])[C:4]([NH:17][C:18]2[CH:23]=[CH:22][N:21]=[C:20]([CH3:24])[N:19]=2)=[CH:5][C:6]([C:27]2[C:28]([CH:48]=[O:49])=[C:29]([N:33]3[CH2:44][CH2:43][N:42]4[C:35](=[CH:36][C:37]5[CH2:38][C:39]([CH3:45])([CH3:46])[CH2:40][C:41]=54)[C:34]3=[O:47])[N:30]=[CH:31][CH:32]=2)=[CH:7]1.